This data is from Full USPTO retrosynthesis dataset with 1.9M reactions from patents (1976-2016). The task is: Predict the reactants needed to synthesize the given product. (1) Given the product [CH2:1]([O:3][C:4]([C:6]1[N:7]([CH2:37][C:35]2([NH:43][C:44]([O:46][C:47]([CH3:50])([CH3:49])[CH3:48])=[O:45])[CH2:34][N:33]([C:31]([O:30][C:26]([CH3:27])([CH3:28])[CH3:29])=[O:32])[CH2:36]2)[N:8]=[C:9]2[C:18]3[C:13](=[CH:14][N:15]=[C:16]([Cl:19])[CH:17]=3)[CH2:12][CH2:11][C:10]=12)=[O:5])[CH3:2], predict the reactants needed to synthesize it. The reactants are: [CH2:1]([O:3][C:4]([C:6]1[NH:7][N:8]=[C:9]2[C:18]3[C:13](=[CH:14][N:15]=[C:16]([Cl:19])[CH:17]=3)[CH2:12][CH2:11][C:10]=12)=[O:5])[CH3:2].O(C(C)(C)C)[Li].[C:26]([O:30][C:31]([N:33]1[CH2:36][C:35]([NH:43][C:44]([O:46][C:47]([CH3:50])([CH3:49])[CH3:48])=[O:45])([CH2:37]OS(C)(=O)=O)[CH2:34]1)=[O:32])([CH3:29])([CH3:28])[CH3:27]. (2) Given the product [F:14][C:4]1[CH:5]=[N:6][C:7]2[C:12]([C:3]=1[CH2:1][CH2:2][N:25]1[CH2:24][CH2:23][CH:22]([NH:21][C:20](=[O:28])[O:19][C:15]([CH3:17])([CH3:16])[CH3:18])[CH2:27][CH2:26]1)=[CH:11][C:10]([F:13])=[CH:9][CH:8]=2, predict the reactants needed to synthesize it. The reactants are: [CH:1]([C:3]1[C:12]2[C:7](=[CH:8][CH:9]=[C:10]([F:13])[CH:11]=2)[N:6]=[CH:5][C:4]=1[F:14])=[CH2:2].[C:15]([O:19][C:20](=[O:28])[NH:21][CH:22]1[CH2:27][CH2:26][NH:25][CH2:24][CH2:23]1)([CH3:18])([CH3:17])[CH3:16]. (3) Given the product [F:1][C:2]1[CH:8]=[CH:7][C:5]2[N:6]=[C:18]([C:17]([Cl:23])([Cl:22])[Cl:16])[N:9]([CH2:10][CH2:11][CH2:12][CH2:13][O:14][CH3:15])[C:4]=2[CH:3]=1, predict the reactants needed to synthesize it. The reactants are: [F:1][C:2]1[CH:8]=[CH:7][C:5]([NH2:6])=[C:4]([NH:9][CH2:10][CH2:11][CH2:12][CH2:13][O:14][CH3:15])[CH:3]=1.[Cl:16][C:17]([Cl:23])([Cl:22])[C:18](=N)OC. (4) The reactants are: [CH2:1]([O:3][CH2:4][C:5]1[N:6]([CH2:23][C:24]([NH:27][C:28](=[O:30])[CH3:29])([CH3:26])[CH3:25])[C:7]2[C:12]([CH3:13])=[C:11]([CH3:14])[N:10]=[C:9](OC3C=CC=CC=3)[C:8]=2[N:22]=1)[CH3:2].C([O-])(=O)C.[NH4+:35].[NH4+].[OH-]. Given the product [NH4+:6].[OH-:3].[NH2:35][C:9]1[C:8]2[N:22]=[C:5]([CH2:4][O:3][CH2:1][CH3:2])[N:6]([CH2:23][C:24]([NH:27][C:28](=[O:30])[CH3:29])([CH3:25])[CH3:26])[C:7]=2[C:12]([CH3:13])=[C:11]([CH3:14])[N:10]=1, predict the reactants needed to synthesize it. (5) The reactants are: [F:1][C:2]1[CH:40]=[C:39]([F:41])[CH:38]=[CH:37][C:3]=1[O:4][C:5]1[C:13]2[NH:12][C:11](=[O:14])[N:10]([CH3:15])[C:9]=2[CH:8]=[CH:7][C:6]=1[C:16]1[C:17]2[CH:26]=[CH:25][N:24](S(C3C=CC(C)=CC=3)(=O)=O)[C:18]=2[C:19](=[O:23])[N:20]([CH3:22])[CH:21]=1.[H-].[Na+].CI.[OH-].[Na+].O.[C:49](O)(=O)C. Given the product [F:1][C:2]1[CH:40]=[C:39]([F:41])[CH:38]=[CH:37][C:3]=1[O:4][C:5]1[C:13]2[N:12]([CH3:49])[C:11](=[O:14])[N:10]([CH3:15])[C:9]=2[CH:8]=[CH:7][C:6]=1[C:16]1[C:17]2[CH:26]=[CH:25][NH:24][C:18]=2[C:19](=[O:23])[N:20]([CH3:22])[CH:21]=1, predict the reactants needed to synthesize it.